From a dataset of Human liver microsome stability data. Regression/Classification. Given a drug SMILES string, predict its absorption, distribution, metabolism, or excretion properties. Task type varies by dataset: regression for continuous measurements (e.g., permeability, clearance, half-life) or binary classification for categorical outcomes (e.g., BBB penetration, CYP inhibition). Dataset: hlm. (1) The drug is CN(C/C=C/C=C/c1ccc(C(F)(F)F)cc1)Cc1ccc2c(c1)OCCO2. The result is 1 (stable in human liver microsomes). (2) The compound is CC(C)P(=O)(c1ccc(C(F)(F)F)cc1)C(C)C. The result is 0 (unstable in human liver microsomes). (3) The compound is O=C(NC[C@H]1CC[C@@H](COc2ccccc2)CC1)c1cc(F)c(O)c(F)c1. The result is 1 (stable in human liver microsomes). (4) The drug is COc1ccc2[nH]c(C(=O)N3CC(=O)N(Cc4ccccc4)[C@@H](CCc4ccccc4)C3)cc2c1. The result is 1 (stable in human liver microsomes). (5) The compound is C=C(C)[C@@H]1CC[C@]2(NC(=O)CN3CCS(=O)(=O)CC3)CC[C@]3(C)[C@H](CC[C@@H]4[C@@]5(C)CC=C(c6ccc(C(=O)O)cc6)C(C)(C)[C@@H]5CC[C@]43C)[C@@H]12. The result is 0 (unstable in human liver microsomes). (6) The molecule is CN1CCc2nc(C(=O)N[C@@H]3CCCC[C@@H]3NC(=O)c3cc4cc(Cl)ccc4[nH]3)sc2C1. The result is 1 (stable in human liver microsomes).